This data is from Full USPTO retrosynthesis dataset with 1.9M reactions from patents (1976-2016). The task is: Predict the reactants needed to synthesize the given product. (1) Given the product [NH2:14][C:15]1[C:24]([CH3:25])=[CH:23][C:22]([C:11]#[N:12])=[CH:21][C:16]=1[C:17]([NH:19][CH3:20])=[O:18], predict the reactants needed to synthesize it. The reactants are: C1CCC=CCCC=1.O=O.[C-:11]#[N:12].[Na+].[NH2:14][C:15]1[C:24]([CH3:25])=[CH:23][C:22](Br)=[CH:21][C:16]=1[C:17]([NH:19][CH3:20])=[O:18]. (2) Given the product [C:39]([NH:38][C:36]1[CH:35]=[CH:34][N:33]=[C:32]([C:9]2[CH:14]=[N:13][C:12]([N:15]3[C:23]4[C:18](=[CH:19][CH:20]=[C:21]([C:24]([O:26][CH3:27])=[O:25])[CH:22]=4)[C:17]4([CH2:29][CH2:28]4)[CH2:16]3)=[N:11][CH:10]=2)[CH:37]=1)(=[O:41])[CH3:40], predict the reactants needed to synthesize it. The reactants are: CC1(C)C(C)(C)OB([C:9]2[CH:10]=[N:11][C:12]([N:15]3[C:23]4[C:18](=[CH:19][CH:20]=[C:21]([C:24]([O:26][CH3:27])=[O:25])[CH:22]=4)[C:17]4([CH2:29][CH2:28]4)[CH2:16]3)=[N:13][CH:14]=2)O1.Br[C:32]1[CH:37]=[C:36]([NH:38][C:39](=[O:41])[CH3:40])[CH:35]=[CH:34][N:33]=1.C([O-])([O-])=O.[K+].[K+].